This data is from Catalyst prediction with 721,799 reactions and 888 catalyst types from USPTO. The task is: Predict which catalyst facilitates the given reaction. Product: [Cl:8][C:7]1[CH:6]=[CH:5][C:4]([C:9]2[N:10]=[N:11][N:12]([CH3:30])[N:13]=2)=[CH:3][C:2]=1[C:22]1[CH:23]=[CH:24][C:25]([NH2:28])=[N:26][CH:27]=1. Reactant: Br[C:2]1[CH:3]=[C:4]([C:9]2[N:10]=[N:11][NH:12][N:13]=2)[CH:5]=[CH:6][C:7]=1[Cl:8].CC1(C)C(C)(C)OB([C:22]2[CH:23]=[CH:24][C:25]([NH2:28])=[N:26][CH:27]=2)O1.[C:30](=O)([O-])[O-].[K+].[K+].O1CCOCC1. The catalyst class is: 189.